Dataset: Reaction yield outcomes from USPTO patents with 853,638 reactions. Task: Predict the reaction yield, written as a fraction of the theoretical maximum amount of product (1.0 means a 100% yield; for example, 0.34 means a 34% yield). (1) The yield is 0.340. No catalyst specified. The product is [CH:1]([O:5][C:6]1[CH:14]=[CH:13][C:12]([S:15]([CH3:18])(=[O:17])=[O:16])=[CH:11][C:7]=1[C:8]([N:22]1[CH2:23][CH2:24][N:19]([C:25]2[S:26][C:27]([C:30]#[N:31])=[CH:28][N:29]=2)[CH2:20][CH2:21]1)=[O:10])([CH2:3][CH3:4])[CH3:2]. The reactants are [CH:1]([O:5][C:6]1[CH:14]=[CH:13][C:12]([S:15]([CH3:18])(=[O:17])=[O:16])=[CH:11][C:7]=1[C:8]([OH:10])=O)([CH2:3][CH3:4])[CH3:2].[N:19]1([C:25]2[S:26][C:27]([C:30]#[N:31])=[CH:28][N:29]=2)[CH2:24][CH2:23][NH:22][CH2:21][CH2:20]1. (2) The reactants are FC(F)(F)C(O)=O.C(OC(=O)[NH:14][CH2:15][CH2:16][C:17]1[C:25]2[C:20](=[CH:21][CH:22]=[C:23]([Cl:26])[CH:24]=2)[NH:19][C:18]=1[C:27](=[O:43])[NH:28][CH2:29][CH2:30][C:31]1[CH:36]=[CH:35][C:34]([N:37]2[CH2:42][CH2:41][CH2:40][CH2:39][CH2:38]2)=[CH:33][CH:32]=1)(C)(C)C. The catalyst is C(Cl)Cl. The product is [NH2:14][CH2:15][CH2:16][C:17]1[C:25]2[C:20](=[CH:21][CH:22]=[C:23]([Cl:26])[CH:24]=2)[NH:19][C:18]=1[C:27]([NH:28][CH2:29][CH2:30][C:31]1[CH:32]=[CH:33][C:34]([N:37]2[CH2:38][CH2:39][CH2:40][CH2:41][CH2:42]2)=[CH:35][CH:36]=1)=[O:43]. The yield is 0.910. (3) The reactants are [C:1](OCC[C@@H](OS(C)(=O)=O)C)(=[O:8])[C:2]1C=CC=[CH:4][CH:3]=1.CN(C)C=O.[OH:24][C:25]1[CH:34]=[C:33]2[C:28]([CH:29]=[C:30]([NH:35][C:36]([CH:38]3[CH2:40][CH2:39]3)=[O:37])[N:31]=[CH:32]2)=[CH:27][CH:26]=1.C(=O)([O-])[O-].[Cs+].[Cs+].[OH-].[K+].C(O)(=O)CC(CC(O)=O)(C(O)=O)O. The catalyst is CO. The product is [OH:8][CH2:1][CH2:2][C@H:3]([O:24][C:25]1[CH:34]=[C:33]2[C:28]([CH:29]=[C:30]([NH:35][C:36]([CH:38]3[CH2:39][CH2:40]3)=[O:37])[N:31]=[CH:32]2)=[CH:27][CH:26]=1)[CH3:4]. The yield is 0.450. (4) The reactants are [NH:1]1[CH2:6][CH2:5][CH:4]([N:7]2[C:11]3[CH:12]=[CH:13][CH:14]=[CH:15][C:10]=3[NH:9][C:8]2=[O:16])[CH2:3][CH2:2]1.[C:17](O[C:17]([O:19][C:20]([CH3:23])([CH3:22])[CH3:21])=[O:18])([O:19][C:20]([CH3:23])([CH3:22])[CH3:21])=[O:18]. The catalyst is CN(C=O)C.CCOC(C)=O. The product is [C:20]([O:19][C:17]([N:1]1[CH2:2][CH2:3][CH:4]([N:7]2[C:11]3[CH:12]=[CH:13][CH:14]=[CH:15][C:10]=3[NH:9][C:8]2=[O:16])[CH2:5][CH2:6]1)=[O:18])([CH3:23])([CH3:22])[CH3:21]. The yield is 0.940. (5) The catalyst is CO. The yield is 0.290. The product is [CH2:1]([N:8]1[CH:16]=[C:15]2[C:10]([CH:11]=[C:12]([C:17]3[CH:18]=[C:19]([CH:27]4[CH2:31][CH2:30][N:29]([CH:39]5[CH2:41][CH2:40]5)[CH2:28]4)[N:20]4[C:25]=3[C:24]([NH2:26])=[N:23][CH:22]=[N:21]4)[CH:13]=[CH:14]2)=[N:9]1)[C:2]1[CH:3]=[CH:4][CH:5]=[CH:6][CH:7]=1. The reactants are [CH2:1]([N:8]1[CH:16]=[C:15]2[C:10]([CH:11]=[C:12]([C:17]3[CH:18]=[C:19]([CH:27]4[CH2:31][CH2:30][NH:29][CH2:28]4)[N:20]4[C:25]=3[C:24]([NH2:26])=[N:23][CH:22]=[N:21]4)[CH:13]=[CH:14]2)=[N:9]1)[C:2]1[CH:7]=[CH:6][CH:5]=[CH:4][CH:3]=1.C(O)(=O)C.C(O[C:39]1(O[Si](C)(C)C)[CH2:41][CH2:40]1)C.C([BH3-])#N.[Na+]. (6) The reactants are I[C:2]1[CH:8]=[CH:7][CH:6]=[CH:5][C:3]=1[NH2:4].[CH3:9][C:10]1[CH:15]=[CH:14][C:13](B(O)O)=[CH:12][CH:11]=1.ClCCl.[OH-].[Na+]. The catalyst is O1CCCC1.C1C=CC(P(C2C=CC=CC=2)[C-]2C=CC=C2)=CC=1.C1C=CC(P(C2C=CC=CC=2)[C-]2C=CC=C2)=CC=1.Cl[Pd]Cl.[Fe+2]. The product is [CH3:9][C:10]1[CH:15]=[CH:14][C:13]([C:2]2[C:3]([NH2:4])=[CH:5][CH:6]=[CH:7][CH:8]=2)=[CH:12][CH:11]=1. The yield is 0.780.